The task is: Predict the product of the given reaction.. This data is from Forward reaction prediction with 1.9M reactions from USPTO patents (1976-2016). Given the reactants [Br:1][C:2]1[CH:7]=[C:6]([C:8]2[S:9][CH:10]=[CH:11][C:12]=2[Br:13])[C:5]([Br:14])=[CH:4][C:3]=1[C:15]1[S:16][CH:17]=[CH:18][C:19]=1[Br:20].C1COCC1.C([N-]C(C)C)(C)C.[Li+].Cl[Si:35]([CH3:38])([CH3:37])[CH3:36], predict the reaction product. The product is: [Br:14][C:5]1[CH:4]=[C:3]([C:15]2[S:16][C:17]([Si:35]([CH3:38])([CH3:37])[CH3:36])=[CH:18][C:19]=2[Br:20])[C:2]([Br:1])=[CH:7][C:6]=1[C:8]1[S:9][C:10]([Si:35]([CH3:38])([CH3:37])[CH3:36])=[CH:11][C:12]=1[Br:13].